Task: Regression. Given a peptide amino acid sequence and an MHC pseudo amino acid sequence, predict their binding affinity value. This is MHC class II binding data.. Dataset: Peptide-MHC class II binding affinity with 134,281 pairs from IEDB (1) The peptide sequence is LGQTIRNSRWSSPDN. The MHC is HLA-DQA10501-DQB10201 with pseudo-sequence HLA-DQA10501-DQB10201. The binding affinity (normalized) is 0.0315. (2) The peptide sequence is DAAFKIAATAANAAP. The MHC is DRB4_0101 with pseudo-sequence DRB4_0103. The binding affinity (normalized) is 0.336. (3) The peptide sequence is PQVKYAVFEAALTKA. The MHC is HLA-DPA10201-DPB11401 with pseudo-sequence HLA-DPA10201-DPB11401. The binding affinity (normalized) is 0.672. (4) The peptide sequence is TEAVQKIATESIVIWGKTPKFRL. The MHC is DRB1_0802 with pseudo-sequence DRB1_0802. The binding affinity (normalized) is 0.706. (5) The peptide sequence is ISASSAAQRRGRIGR. The MHC is DRB1_0701 with pseudo-sequence DRB1_0701. The binding affinity (normalized) is 0.316. (6) The binding affinity (normalized) is 0.772. The MHC is DRB1_0701 with pseudo-sequence DRB1_0701. The peptide sequence is LKKYFAATQFEPLAA. (7) The MHC is DRB1_0405 with pseudo-sequence DRB1_0405. The peptide sequence is ALTKAITAMSEVQKV. The binding affinity (normalized) is 0.476.